Dataset: Full USPTO retrosynthesis dataset with 1.9M reactions from patents (1976-2016). Task: Predict the reactants needed to synthesize the given product. Given the product [NH2:16][C:11]1[CH:12]=[CH:13][CH:14]=[C:15]2[C:10]=1[C:9](=[O:19])[C:8]1([NH:20][C:21](=[O:30])[C:22]3[CH:27]=[CH:26][N:25]=[C:24]([O:28][CH3:29])[CH:23]=3)[C:7]3[CH:31]=[CH:32][C:33]([CH:35]([CH3:37])[CH3:36])=[CH:34][C:6]=3[O:5][C:4]12[OH:3], predict the reactants needed to synthesize it. The reactants are: Cl.O.[OH:3][C:4]12[C:15]3[C:10](=[C:11]([N+:16]([O-])=O)[CH:12]=[CH:13][CH:14]=3)[C:9](=[O:19])[C:8]1([NH:20][C:21](=[O:30])[C:22]1[CH:27]=[CH:26][N:25]=[C:24]([O:28][CH3:29])[CH:23]=1)[C:7]1[CH:31]=[CH:32][C:33]([CH:35]([CH3:37])[CH3:36])=[CH:34][C:6]=1[O:5]2.